From a dataset of Full USPTO retrosynthesis dataset with 1.9M reactions from patents (1976-2016). Predict the reactants needed to synthesize the given product. (1) The reactants are: [OH-].[Na+].[CH2:3]([N:5]1[C:9]2=[N:10][CH:11]=[C:12]([C:22]([O:24]CC)=[O:23])[C:13]([NH:14][CH:15]3[CH2:20][CH2:19][C:18](=[O:21])[CH2:17][CH2:16]3)=[C:8]2[CH:7]=[N:6]1)[CH3:4].Cl. Given the product [CH2:3]([N:5]1[C:9]2=[N:10][CH:11]=[C:12]([C:22]([OH:24])=[O:23])[C:13]([NH:14][CH:15]3[CH2:16][CH2:17][C:18](=[O:21])[CH2:19][CH2:20]3)=[C:8]2[CH:7]=[N:6]1)[CH3:4], predict the reactants needed to synthesize it. (2) Given the product [NH2:24][C@H:19]1[CH2:20][C@@H:21]([CH3:23])[CH2:22][C@@H:17]([C:16]2[CH:15]=[CH:14][N:13]=[CH:12][C:11]=2[NH:10][C:8](=[O:9])[C:6]2[CH:5]=[CH:4][C:3]([F:32])=[C:2]([C:38]3[C:39]([F:42])=[CH:40][CH:41]=[C:36]([O:35][CH2:33][CH3:34])[C:37]=3[F:46])[N:7]=2)[CH2:18]1, predict the reactants needed to synthesize it. The reactants are: Br[C:2]1[N:7]=[C:6]([C:8]([NH:10][C:11]2[CH:12]=[N:13][CH:14]=[CH:15][C:16]=2[C@@H:17]2[CH2:22][C@H:21]([CH3:23])[CH2:20][C@H:19]([NH:24]C(=O)OC(C)(C)C)[CH2:18]2)=[O:9])[CH:5]=[CH:4][C:3]=1[F:32].[CH2:33]([O:35][C:36]1[C:37]([F:46])=[C:38](B(O)O)[C:39]([F:42])=[CH:40][CH:41]=1)[CH3:34].[F-].[K+].P(C(C)(C)C)(C(C)(C)C)C(C)(C)C. (3) Given the product [O:17]1[C:18]2[CH:24]=[CH:23][CH:22]=[CH:21][C:19]=2[N:20]=[C:16]1[C:13]1[CH:14]=[CH:15][C:9]2[N:8]([CH2:7][C:2]3[CH:3]=[CH:4][CH:5]=[CH:6][N:1]=3)[C:26]([CH3:27])=[N:11][C:10]=2[CH:12]=1, predict the reactants needed to synthesize it. The reactants are: [N:1]1[CH:6]=[CH:5][CH:4]=[CH:3][C:2]=1[CH2:7][NH:8][C:9]1[CH:15]=[CH:14][C:13]([C:16]2[O:17][C:18]3[CH:24]=[CH:23][CH:22]=[CH:21][C:19]=3[N:20]=2)=[CH:12][C:10]=1[NH2:11].Cl.[C:26](=N)(OC)[CH3:27].C(=O)([O-])O.[Na+]. (4) Given the product [F:1][C:2]1[CH:7]=[CH:6][C:5]([C@@H:8]([NH:10][C:11]2[N:16]=[C:15]([N:17]3[CH2:18][CH2:19][CH:20]([C:23]([NH:37][S:34]([CH3:33])(=[O:36])=[O:35])=[O:24])[CH2:21][CH2:22]3)[CH:14]=[C:13]([NH:26][C:27]3[CH:32]=[N:31][CH:30]=[CH:29][N:28]=3)[N:12]=2)[CH3:9])=[CH:4][CH:3]=1, predict the reactants needed to synthesize it. The reactants are: [F:1][C:2]1[CH:7]=[CH:6][C:5]([C@@H:8]([NH:10][C:11]2[N:16]=[C:15]([N:17]3[CH2:22][CH2:21][CH:20]([C:23](O)=[O:24])[CH2:19][CH2:18]3)[CH:14]=[C:13]([NH:26][C:27]3[CH:32]=[N:31][CH:30]=[CH:29][N:28]=3)[N:12]=2)[CH3:9])=[CH:4][CH:3]=1.[CH3:33][S:34]([NH2:37])(=[O:36])=[O:35].C1CCN2C(=NCCC2)CC1.C(O)(=O)C.